This data is from Full USPTO retrosynthesis dataset with 1.9M reactions from patents (1976-2016). The task is: Predict the reactants needed to synthesize the given product. (1) Given the product [CH2:30]([NH:37][C:38](=[O:39])[NH:2][CH2:3][C:4]([NH:6][CH:7]([C:14]1[CH:19]=[CH:18][C:17]([Cl:20])=[CH:16][CH:15]=1)[C:8]1[CH:13]=[CH:12][CH:11]=[CH:10][CH:9]=1)=[O:5])[C:31]1[CH:36]=[CH:35][CH:34]=[CH:33][CH:32]=1, predict the reactants needed to synthesize it. The reactants are: Cl.[NH2:2][CH2:3][C:4]([NH:6][CH:7]([C:14]1[CH:19]=[CH:18][C:17]([Cl:20])=[CH:16][CH:15]=1)[C:8]1[CH:13]=[CH:12][CH:11]=[CH:10][CH:9]=1)=[O:5].CCN(C(C)C)C(C)C.[CH2:30]([N:37]=[C:38]=[O:39])[C:31]1[CH:36]=[CH:35][CH:34]=[CH:33][CH:32]=1. (2) Given the product [C:15]1([NH:25][C:26]2[O:14][C:3]3[C:4]([F:13])=[C:5]([CH2:8][C:9]([O:11][CH3:12])=[O:10])[CH:6]=[CH:7][C:2]=3[N:1]=2)[C:24]2[C:19](=[CH:20][CH:21]=[CH:22][CH:23]=2)[CH:18]=[CH:17][CH:16]=1, predict the reactants needed to synthesize it. The reactants are: [NH2:1][C:2]1[CH:7]=[CH:6][C:5]([CH2:8][C:9]([O:11][CH3:12])=[O:10])=[C:4]([F:13])[C:3]=1[OH:14].[C:15]1([N:25]=[C:26]=S)[C:24]2[C:19](=[CH:20][CH:21]=[CH:22][CH:23]=2)[CH:18]=[CH:17][CH:16]=1. (3) Given the product [CH3:29][N:32]([CH3:31])[C:2]1[CH:3]=[C:4]([C:8]2[C:9]3[N:10]([C:24]([CH2:27][CH3:28])=[CH:25][CH:26]=3)[N:11]=[C:12]([CH3:23])[C:13]=2[CH2:14][CH2:15][CH2:16][CH2:17][C:18]([O:20][CH2:21][CH3:22])=[O:19])[CH:5]=[N:6][CH:7]=1, predict the reactants needed to synthesize it. The reactants are: N[C:2]1[CH:3]=[C:4]([C:8]2[C:9]3[N:10]([C:24]([CH2:27][CH3:28])=[CH:25][CH:26]=3)[N:11]=[C:12]([CH3:23])[C:13]=2[CH2:14][CH2:15][CH2:16][CH2:17][C:18]([O:20][CH2:21][CH3:22])=[O:19])[CH:5]=[N:6][CH:7]=1.[CH2:29]=O.[C:31]([BH3-])#[N:32].[Na+]. (4) Given the product [CH3:25][C:22]1[CH:23]=[CH:24][N:19]([C:14]2[CH:13]=[CH:12][C:11]3[C:16](=[CH:17][CH:18]=[C:9]([CH2:8][CH2:7][N:41]4[CH2:42][CH2:43][CH2:44][C@H:40]4[CH3:39])[CH:10]=3)[CH:15]=2)[C:20](=[O:26])[CH:21]=1, predict the reactants needed to synthesize it. The reactants are: CS(Cl)(=O)=O.O[CH2:7][CH2:8][C:9]1[CH:10]=[C:11]2[C:16](=[CH:17][CH:18]=1)[CH:15]=[C:14]([N:19]1[CH:24]=[CH:23][C:22]([CH3:25])=[CH:21][C:20]1=[O:26])[CH:13]=[CH:12]2.C(N(CC)CC)C.S([O-])(=O)(=O)C.[CH3:39][C@@H:40]1[CH2:44][CH2:43][CH2:42][NH:41]1.C(=O)([O-])[O-].[Cs+].[Cs+].Cl.O1CCOCC1. (5) Given the product [NH:1]1[C:9]2[C:4](=[C:5]([O:10][C@H:17]3[CH2:38][CH2:39][C@H:14]([NH2:11])[CH2:15][CH2:16]3)[CH:6]=[CH:7][CH:8]=2)[CH:3]=[N:2]1, predict the reactants needed to synthesize it. The reactants are: [NH:1]1[C:9]2[CH:8]=[CH:7][CH:6]=[C:5]([OH:10])[C:4]=2[CH:3]=[N:2]1.[N+:11]([C:14]1[CH:39]=[CH:38][C:17](C(O[C@H]2CC[C@@H](N3C(=O)C4C(=CC=CC=4)C3=O)CC2)=O)=[CH:16][CH:15]=1)([O-])=O.O[C@@H]1CC[C@H](N2C(=O)C3C(=CC=CC=3)C2=O)CC1.C1(P(C2C=CC=CC=2)C2C=CC=CC=2)C=CC=CC=1.N(C(OCC1C=CC=CC=1)=O)=NC(OCC1C=CC=CC=1)=O.ClCCl. (6) Given the product [CH3:28][C:18]1[CH:19]=[CH:20][C:21]([S:24]([OH:27])(=[O:26])=[O:25])=[CH:22][CH:23]=1.[F:8][C:6]1([F:9])[CH2:5][NH:4][C@@H:3]([C:1]#[N:2])[CH2:7]1, predict the reactants needed to synthesize it. The reactants are: [C:1]([C@H:3]1[CH2:7][C:6]([F:9])([F:8])[CH2:5][N:4]1C(OC(C)(C)C)=O)#[N:2].O.[C:18]1([CH3:28])[CH:23]=[CH:22][C:21]([S:24]([OH:27])(=[O:26])=[O:25])=[CH:20][CH:19]=1. (7) Given the product [O:18]1[CH2:19][CH:16]([N:13]2[CH2:14][CH2:15][CH:10]([C:7]3[CH:8]=[CH:9][C:4]([NH2:1])=[CH:5][CH:6]=3)[CH2:11][CH2:12]2)[CH2:17]1, predict the reactants needed to synthesize it. The reactants are: [N+:1]([C:4]1[CH:9]=[CH:8][C:7]([CH:10]2[CH2:15][CH2:14][N:13]([CH:16]3[CH2:19][O:18][CH2:17]3)[CH2:12][CH2:11]2)=[CH:6][CH:5]=1)([O-])=O.